This data is from Full USPTO retrosynthesis dataset with 1.9M reactions from patents (1976-2016). The task is: Predict the reactants needed to synthesize the given product. (1) The reactants are: [Cl:1][C:2]1[N:3]=[CH:4][NH:5][C:6]=1[Cl:7].[OH-].[K+].[Br:10][CH2:11][CH3:12].[K+].[Br-].Br[CH2:16][CH2:17][C:18]1[CH:27]=[CH:26][C:25]2[C:20](=[CH:21][CH:22]=[CH:23][CH:24]=2)[CH:19]=1. Given the product [Br-:10].[CH2:11]([N+:3]1[C:2]([Cl:1])=[C:6]([Cl:7])[N:5]([C:18]2([CH2:17][CH3:16])[CH:27]=[CH:26][C:25]3[C:20](=[CH:21][CH:22]=[CH:23][CH:24]=3)[CH2:19]2)[CH:4]=1)[CH3:12], predict the reactants needed to synthesize it. (2) Given the product [Cl:26][C:20]1[CH:21]=[C:22]([OH:24])[CH:23]=[C:2]([Cl:1])[C:3]=1[CH2:4][CH:5]1[CH2:9][CH2:8][N:7]([CH:10]2[CH2:18][CH2:17][C:16]3[C:12](=[CH:13][NH:14][N:15]=3)[CH2:11]2)[C:6]1=[O:19], predict the reactants needed to synthesize it. The reactants are: [Cl:1][C:2]1[CH:23]=[C:22]([O:24]C)[CH:21]=[C:20]([Cl:26])[C:3]=1[CH2:4][CH:5]1[CH2:9][CH2:8][N:7]([CH:10]2[CH2:18][CH2:17][C:16]3[C:12](=[CH:13][NH:14][N:15]=3)[CH2:11]2)[C:6]1=[O:19].B(Br)(Br)Br.CO. (3) Given the product [C:10]1([CH:16]2[CH2:25][CH:24]([N:1]3[CH:5]=[N:4][CH:3]=[N:2]3)[C:23]3[C:18](=[CH:19][CH:20]=[CH:21][CH:22]=3)[NH:17]2)[CH:11]=[CH:12][CH:13]=[CH:14][CH:15]=1, predict the reactants needed to synthesize it. The reactants are: [NH:1]1[CH:5]=[N:4][CH:3]=[N:2]1.S(Cl)(Cl)=O.[C:10]1([CH:16]2[CH2:25][CH:24](O)[C:23]3[C:18](=[CH:19][CH:20]=[CH:21][CH:22]=3)[NH:17]2)[CH:15]=[CH:14][CH:13]=[CH:12][CH:11]=1. (4) Given the product [CH3:30][N:31]1[CH2:36][CH2:35][N:34]([C:37]2[CH:38]=[C:39]([CH:43]=[C:44]([S:46]([F:51])([F:47])([F:48])([F:49])[F:50])[CH:45]=2)[C:40]([NH:6][C:5]2[CH:7]=[CH:8][C:2]([CH3:1])=[C:3]([N:9]3[C:16]4[N:12]([N:13]=[C:14]([C:17]5[CH:18]=[N:19][CH:20]=[CH:21][CH:22]=5)[CH:15]=4)[CH:11]=[CH:10]3)[CH:4]=2)=[O:41])[CH2:33][CH2:32]1, predict the reactants needed to synthesize it. The reactants are: [CH3:1][C:2]1[CH:8]=[CH:7][C:5]([NH2:6])=[CH:4][C:3]=1[N:9]1[C:16]2[N:12]([N:13]=[C:14]([C:17]3[CH:18]=[N:19][CH:20]=[CH:21][CH:22]=3)[CH:15]=2)[CH:11]=[CH:10]1.FC(F)(F)C(O)=O.[CH3:30][N:31]1[CH2:36][CH2:35][N:34]([C:37]2[CH:38]=[C:39]([CH:43]=[C:44]([S:46]([F:51])([F:50])([F:49])([F:48])[F:47])[CH:45]=2)[C:40](O)=[O:41])[CH2:33][CH2:32]1. (5) Given the product [Cl:29][C:8]1([C:5]2[CH:6]=[CH:7][C:2]([Cl:1])=[CH:3][CH:4]=2)[C:16]2[C:11](=[CH:12][CH:13]=[CH:14][CH:15]=2)[C:10](=[O:17])[N:9]1[CH2:18][C:19]1[CH:24]=[CH:23][C:22]([CH3:25])=[CH:21][CH:20]=1, predict the reactants needed to synthesize it. The reactants are: [Cl:1][C:2]1[CH:7]=[CH:6][C:5]([C:8]2(O)[C:16]3[C:11](=[CH:12][CH:13]=[CH:14][CH:15]=3)[C:10](=[O:17])[N:9]2[CH2:18][C:19]2[CH:24]=[CH:23][C:22]([CH3:25])=[CH:21][CH:20]=2)=[CH:4][CH:3]=1.S(Cl)([Cl:29])=O. (6) Given the product [NH2:1][C:2]1[C:7]2=[CH:8][CH:9]=[C:10]([C@@:11]3([C:65]#[N:66])[C@H:15]([O:16][CH2:17][C:18]4[CH:23]=[CH:22][CH:21]=[CH:20][CH:19]=4)[C@H:14]([O:24][CH2:25][C:26]4[CH:27]=[CH:28][CH:29]=[CH:30][CH:31]=4)[C@@H:13]([CH2:32][O:33][CH2:34][C:35]4[CH:40]=[CH:39][CH:38]=[CH:37][CH:36]=4)[O:12]3)[N:6]2[N:5]=[CH:4][N:3]=1, predict the reactants needed to synthesize it. The reactants are: [NH2:1][C:2]1[C:7]2=[CH:8][CH:9]=[C:10]([C:11]3(O)[C@H:15]([O:16][CH2:17][C:18]4[CH:23]=[CH:22][CH:21]=[CH:20][CH:19]=4)[C@H:14]([O:24][CH2:25][C:26]4[CH:31]=[CH:30][CH:29]=[CH:28][CH:27]=4)[C@@H:13]([CH2:32][O:33][CH2:34][C:35]4[CH:40]=[CH:39][CH:38]=[CH:37][CH:36]=4)[O:12]3)[N:6]2[N:5]=[CH:4][N:3]=1.FC(F)(F)C(O)=O.[Si](OS(C(F)(F)F)(=O)=O)(C)(C)C.[Si]([C:65]#[N:66])(C)(C)C. (7) Given the product [NH2:1][C@H:2]1[C:6]2([CH2:8][CH2:7]2)[CH2:5][N:4]([CH2:10][C:11]2[CH:16]=[CH:15][CH:14]=[CH:13][CH:12]=2)[CH2:3]1, predict the reactants needed to synthesize it. The reactants are: [NH2:1][C@H:2]1[C:6]2([CH2:8][CH2:7]2)[C:5](=O)[N:4]([CH2:10][C:11]2[CH:16]=[CH:15][CH:14]=[CH:13][CH:12]=2)[CH2:3]1.[H-].COCCO[Al+]OCCOC.[Na+].[H-].Cl.